From a dataset of Forward reaction prediction with 1.9M reactions from USPTO patents (1976-2016). Predict the product of the given reaction. (1) Given the reactants [NH2:1][C:2]1[N:7]=[C:6]([NH:8][CH2:9][CH3:10])[C:5](/[CH:11]=[CH:12]/[C:13](OCC)=[O:14])=[C:4]([CH3:18])[N:3]=1.C1CCN2C(=NCCC2)CC1, predict the reaction product. The product is: [NH2:1][C:2]1[N:3]=[C:4]([CH3:18])[C:5]2[CH:11]=[CH:12][C:13](=[O:14])[N:8]([CH2:9][CH3:10])[C:6]=2[N:7]=1. (2) Given the reactants CC([O-])(C)C.[K+].[S:7]1[CH:11]=[CH:10][CH:9]=[C:8]1[S:12][C:13]1[NH:14][CH:15]=[CH:16][CH:17]=1.Br[CH2:19][C:20]([O:22][CH2:23][CH3:24])=[O:21].O, predict the reaction product. The product is: [CH2:23]([O:22][C:20](=[O:21])[CH2:19][N:14]1[CH:15]=[CH:16][CH:17]=[C:13]1[S:12][C:8]1[S:7][CH:11]=[CH:10][CH:9]=1)[CH3:24].